Dataset: Full USPTO retrosynthesis dataset with 1.9M reactions from patents (1976-2016). Task: Predict the reactants needed to synthesize the given product. Given the product [N:56]12[CH2:63][CH2:62][CH:59]([CH2:60][CH2:61]1)[C@@H:58]([O:14][C:13](=[O:15])[CH:12]([NH:11][C:9]([O:8][CH2:1][C:2]1[CH:7]=[CH:6][CH:5]=[CH:4][CH:3]=1)=[O:10])[C:16]1[CH:21]=[CH:20][CH:19]=[C:18]([O:22][CH2:23][C:24]3[CH:29]=[CH:28][CH:27]=[CH:26][CH:25]=3)[CH:17]=1)[CH2:57]2, predict the reactants needed to synthesize it. The reactants are: [CH2:1]([O:8][C:9]([NH:11][CH:12]([C:16]1[CH:21]=[CH:20][CH:19]=[C:18]([O:22][CH2:23][C:24]2[CH:29]=[CH:28][CH:27]=[CH:26][CH:25]=2)[CH:17]=1)[C:13]([OH:15])=[O:14])=[O:10])[C:2]1[CH:7]=[CH:6][CH:5]=[CH:4][CH:3]=1.C1(N=C=NC2CCCCC2)CCCCC1.O.ON1C2C=CC=CC=2N=N1.[N:56]12[CH2:63][CH2:62][CH:59]([CH2:60][CH2:61]1)[C@@H:58](O)[CH2:57]2.